Dataset: Full USPTO retrosynthesis dataset with 1.9M reactions from patents (1976-2016). Task: Predict the reactants needed to synthesize the given product. (1) Given the product [O:1]=[C:2]1[N:6]([C:7]2[CH:12]=[CH:11][CH:10]=[C:9]([CH2:13][NH:14][C:15]3[CH:20]=[CH:19][CH:18]=[CH:17][N:16]=3)[CH:8]=2)[CH2:5][CH:4]([C:21]([OH:23])=[O:22])[CH2:3]1, predict the reactants needed to synthesize it. The reactants are: [O:1]=[C:2]1[N:6]([C:7]2[CH:12]=[CH:11][CH:10]=[C:9]([CH2:13][NH:14][C:15]3[CH:20]=[CH:19][CH:18]=[CH:17][N:16]=3)[CH:8]=2)[CH2:5][CH:4]([C:21]([O:23]C)=[O:22])[CH2:3]1.[OH-].[Na+].[OH-].[Na+].O.C1COCC1.CO. (2) Given the product [Cl:53][C:54]1[CH:66]=[CH:65][CH:64]=[CH:63][C:55]=1[O:56][CH:57]1[CH2:62][CH2:61][N:60]([C:18](=[O:20])[CH2:17][NH:16][C:14](=[O:15])[C:11]2[CH:10]=[CH:9][C:8]([NH:7][C:1]3[CH:2]=[CH:3][CH:4]=[CH:5][CH:6]=3)=[N:13][CH:12]=2)[CH2:59][CH2:58]1, predict the reactants needed to synthesize it. The reactants are: [C:1]1([NH:7][C:8]2[N:13]=[CH:12][C:11]([C:14]([NH:16][CH2:17][C:18]([OH:20])=O)=[O:15])=[CH:10][CH:9]=2)[CH:6]=[CH:5][CH:4]=[CH:3][CH:2]=1.CCN(C(C)C)C(C)C.C1C=CC2N(O)N=NC=2C=1.CCN=C=NCCCN(C)C.Cl.Cl.[Cl:53][C:54]1[CH:66]=[CH:65][CH:64]=[CH:63][C:55]=1[O:56][CH:57]1[CH2:62][CH2:61][NH:60][CH2:59][CH2:58]1. (3) Given the product [CH3:43][N:44]1[CH2:49][CH2:48][CH:47]([O:36][C:35](=[O:37])[C:34]2[CH:38]=[CH:39][C:31]([NH:30][C:28]([C@H:9]3[C@H:8]([C:4]4[CH:5]=[CH:6][CH:7]=[C:2]([Cl:1])[C:3]=4[F:42])[C@:12]([C:15]4[CH:20]=[CH:19][C:18]([Cl:21])=[CH:17][C:16]=4[F:22])([C:13]#[N:14])[C@H:11]([CH2:23][C:24]([CH3:26])([CH3:27])[CH3:25])[NH:10]3)=[O:29])=[C:32]([O:40][CH3:41])[CH:33]=2)[CH2:46][CH2:45]1, predict the reactants needed to synthesize it. The reactants are: [Cl:1][C:2]1[C:3]([F:42])=[C:4]([C@@H:8]2[C@:12]([C:15]3[CH:20]=[CH:19][C:18]([Cl:21])=[CH:17][C:16]=3[F:22])([C:13]#[N:14])[C@H:11]([CH2:23][C:24]([CH3:27])([CH3:26])[CH3:25])[NH:10][C@H:9]2[C:28]([NH:30][C:31]2[CH:39]=[CH:38][C:34]([C:35]([OH:37])=[O:36])=[CH:33][C:32]=2[O:40][CH3:41])=[O:29])[CH:5]=[CH:6][CH:7]=1.[CH3:43][N:44]1[CH2:49][CH2:48][CH:47](O)[CH2:46][CH2:45]1. (4) Given the product [CH2:17]([O:19][C:5](=[O:13])[CH2:6][CH2:7][CH2:8][CH2:9][CH3:10])[CH3:16].[CH2:25]([O:29][CH2:30][CH2:31][CH2:32][CH2:33][CH2:34][CH2:35][CH2:36][CH3:37])[CH2:26][CH2:27][CH3:28], predict the reactants needed to synthesize it. The reactants are: C([CH:5]([OH:13])[CH2:6][CH2:7][CH2:8][CH2:9][CH2:10]CC)CCC.[OH-].[K+].[CH2:16]1[O:19][CH:17]1C.P(=O)(O)(O)O.[CH2:25]([O:29][CH2:30][CH2:31][CH2:32][CH2:33][CH2:34][CH2:35][CH2:36][CH3:37])[CH2:26][CH2:27][CH3:28].C(C(CCCC)C(O)=O)C.C1(C)C=CC(S(O)(=O)=O)=CC=1. (5) Given the product [CH3:3][C:2]([C:11]1[CH:16]=[CH:15][CH:14]=[CH:13][CH:12]=1)([CH3:4])[C:1]([OH:6])=[O:5], predict the reactants needed to synthesize it. The reactants are: [C:1]([OH:6])(=[O:5])[C:2]([CH3:4])=[CH2:3].[Cl-].[Al+3].[Cl-].[Cl-].[CH:11]1[CH:16]=[CH:15][CH:14]=[CH:13][CH:12]=1. (6) Given the product [CH:6]1[CH:5]=[C:4]2[C:17]([N:2]([OH:3])[C:14]([C:12]3=[CH:11][CH:10]=[CH:9][C:8](=[C:13]23)[CH:7]=1)=[O:15])=[O:18], predict the reactants needed to synthesize it. The reactants are: Cl.[NH2:2][OH:3].[C:4]12[C:17](=[O:18])O[C:14](=[O:15])[C:12]3=[C:13]1[C:8](=[CH:9][CH:10]=[CH:11]3)[CH:7]=[CH:6][CH:5]=2. (7) Given the product [N:1]1([C:7]2[C:12]([C:13]([F:16])([F:15])[F:14])=[CH:11][C:10]([C:18]#[N:19])=[CH:9][N:8]=2)[CH2:6][CH2:5][O:4][CH2:3][CH2:2]1, predict the reactants needed to synthesize it. The reactants are: [N:1]1([C:7]2[C:12]([C:13]([F:16])([F:15])[F:14])=[CH:11][C:10](Br)=[CH:9][N:8]=2)[CH2:6][CH2:5][O:4][CH2:3][CH2:2]1.[CH3:18][N:19]1CCCC1=O. (8) Given the product [Cl:25][C:21]1[C:20]([F:26])=[C:19]([C@@H:5]([CH:6]2[CH2:11][CH2:10][CH2:9][NH:8][CH2:7]2)[O:4][CH2:3][C:2]([NH2:1])=[O:27])[CH:24]=[CH:23][CH:22]=1, predict the reactants needed to synthesize it. The reactants are: [NH2:1][C:2](=[O:27])[CH2:3][O:4][CH:5]([C:19]1[CH:24]=[CH:23][CH:22]=[C:21]([Cl:25])[C:20]=1[F:26])[C@@H:6]1[CH2:11][CH2:10][CH2:9][N:8](C(OC(C)(C)C)=O)[CH2:7]1.C([O-])(O)=O.[Na+]. (9) Given the product [O:19]=[C:9]1[CH2:8][CH2:7][C:6](=[O:20])[N:10]1[O:28][C:27](=[O:29])[C:26]1[CH:30]=[CH:31][CH:32]=[CH:33][C:25]=1[O:24][CH2:21][C:22]#[CH:23], predict the reactants needed to synthesize it. The reactants are: F[B-](F)(F)F.[C:6]1(=[O:20])[N:10](OC(N(C)C)=[N+](C)C)[C:9](=[O:19])[CH2:8][CH2:7]1.[CH2:21]([O:24][C:25]1[CH:33]=[CH:32][CH:31]=[CH:30][C:26]=1[C:27]([OH:29])=[O:28])[C:22]#[CH:23].C(N(C(C)C)C(C)C)C. (10) Given the product [CH:1]([N:14]1[CH2:19][CH2:18][N:17]([C:34](=[O:35])[CH2:33][N:29]2[CH2:30][CH2:31][CH2:32][C:27]([C:24]3[CH:25]=[CH:26][C:21]([F:20])=[CH:22][CH:23]=3)([C:38]3[CH:39]=[CH:40][C:41]([F:44])=[CH:42][CH:43]=3)[C:28]2=[O:37])[CH2:16][CH2:15]1)([C:8]1[CH:13]=[CH:12][CH:11]=[CH:10][CH:9]=1)[C:2]1[CH:7]=[CH:6][CH:5]=[CH:4][CH:3]=1, predict the reactants needed to synthesize it. The reactants are: [CH:1]([N:14]1[CH2:19][CH2:18][NH:17][CH2:16][CH2:15]1)([C:8]1[CH:13]=[CH:12][CH:11]=[CH:10][CH:9]=1)[C:2]1[CH:7]=[CH:6][CH:5]=[CH:4][CH:3]=1.[F:20][C:21]1[CH:26]=[CH:25][C:24]([C:27]2([C:38]3[CH:43]=[CH:42][C:41]([F:44])=[CH:40][CH:39]=3)[CH2:32][CH2:31][CH2:30][N:29]([CH2:33][C:34](O)=[O:35])[C:28]2=[O:37])=[CH:23][CH:22]=1.Cl.C(N=C=NCCCN(C)C)C.